Dataset: Merck oncology drug combination screen with 23,052 pairs across 39 cell lines. Task: Regression. Given two drug SMILES strings and cell line genomic features, predict the synergy score measuring deviation from expected non-interaction effect. Drug 1: CCC1=CC2CN(C1)Cc1c([nH]c3ccccc13)C(C(=O)OC)(c1cc3c(cc1OC)N(C)C1C(O)(C(=O)OC)C(OC(C)=O)C4(CC)C=CCN5CCC31C54)C2. Drug 2: O=C(O)C1(Cc2cccc(Nc3nccs3)n2)CCC(Oc2cccc(Cl)c2F)CC1. Cell line: T47D. Synergy scores: synergy=-7.49.